Predict the product of the given reaction. From a dataset of Forward reaction prediction with 1.9M reactions from USPTO patents (1976-2016). (1) Given the reactants [NH2:1][C:2]1[N:7]=[C:6]([C:8]([OH:10])=O)[CH:5]=[C:4]([C:11]2[O:12][CH:13]=[CH:14][CH:15]=2)[N:3]=1.[NH:16]1[C:24]2[C:19](=[CH:20][C:21]([CH2:25][NH2:26])=[CH:22][CH:23]=2)[CH:18]=[CH:17]1.N=C=N.O.ON1C2C=CC=CC=2N=N1, predict the reaction product. The product is: [NH2:1][C:2]1[N:7]=[C:6]([C:8]([NH:26][CH2:25][C:21]2[CH:20]=[C:19]3[C:24](=[CH:23][CH:22]=2)[NH:16][CH:17]=[CH:18]3)=[O:10])[CH:5]=[C:4]([C:11]2[O:12][CH:13]=[CH:14][CH:15]=2)[N:3]=1. (2) Given the reactants C1([O:7][C:8](=O)[NH:9][C:10]2[CH:15]=[C:14]([O:16][C:17]3[CH:22]=[CH:21][C:20]([NH:23][C:24]([C:26]4([C:29](=[O:38])[NH:30][C:31]5[CH:36]=[CH:35][C:34]([F:37])=[CH:33][CH:32]=5)[CH2:28][CH2:27]4)=[O:25])=[CH:19][C:18]=3[F:39])[N:13]=[CH:12][N:11]=2)C=CC=CC=1.[CH3:41][N:42]1[CH2:47][CH2:46][CH:45]([NH:48][CH3:49])[CH2:44][CH2:43]1, predict the reaction product. The product is: [F:39][C:18]1[CH:19]=[C:20]([NH:23][C:24]([C:26]2([C:29]([NH:30][C:31]3[CH:32]=[CH:33][C:34]([F:37])=[CH:35][CH:36]=3)=[O:38])[CH2:28][CH2:27]2)=[O:25])[CH:21]=[CH:22][C:17]=1[O:16][C:14]1[CH:15]=[C:10]([NH:9][C:8]([N:48]([CH3:49])[CH:45]2[CH2:46][CH2:47][N:42]([CH3:41])[CH2:43][CH2:44]2)=[O:7])[N:11]=[CH:12][N:13]=1. (3) The product is: [CH:7]1[C:6]2[C:7]3[CH:6]=[CH:5][C:10]([C:7]4[CH:6]=[CH:5][C:10]([C:7]5[CH:6]=[CH:5][C:10]([C:7]6[CH:6]=[CH:5][C:10]([C:7]7[CH:6]=[CH:5][C:10]([C:7]8[CH:6]=[CH:5][C:10]([C:7]9[CH:6]=[CH:5][C:10]([C:7]%10[CH:6]=[CH:5][C:10]([C:7]%11[CH:6]=[CH:5][C:10]([C:7]%12[CH:6]=[CH:5][C:10]([C:7]%13[CH:6]=[CH:5][C:10]([C:9](=[CH:10][CH:5]=2)[CH:8]=1)=[CH:9][CH:8]=%13)=[CH:9][CH:8]=%12)=[CH:9][CH:8]=%11)=[CH:9][CH:8]=%10)=[CH:9][CH:8]=9)=[CH:9][CH:8]=8)=[CH:9][CH:8]=7)=[CH:9][CH:8]=6)=[CH:9][CH:8]=5)=[CH:9][CH:8]=4)=[CH:9][CH:8]=3. Given the reactants C(Cl)(Cl)Cl.[CH3:5][CH2:6][CH2:7][CH2:8][CH2:9][CH3:10], predict the reaction product. (4) Given the reactants [CH3:1][CH2:2][N:3]([CH2:6][C:7]#[C:8][CH2:9][O:10][C:11]([C:13]([OH:26])([CH:20]1[CH2:25][CH2:24][CH2:23][CH2:22][CH2:21]1)[C:14]1[CH:15]=[CH:16][CH:17]=[CH:18][CH:19]=1)=[O:12])[CH2:4][CH3:5].Cl.O.CCCCCCC.[OH-].[Na+], predict the reaction product. The product is: [CH3:1][CH2:2][N:3]([CH2:6][C:7]#[C:8][CH2:9][O:10][C:11]([C:13]([OH:26])([CH:20]1[CH2:21][CH2:22][CH2:23][CH2:24][CH2:25]1)[C:14]1[CH:15]=[CH:16][CH:17]=[CH:18][CH:19]=1)=[O:12])[CH2:4][CH3:5]. (5) Given the reactants [CH2:1]([O:3][C:4](=[O:28])[CH2:5][C:6]1[CH:11]=[CH:10][C:9]([O:12][CH3:13])=[C:8]([O:14][C:15]2[CH:20]=[CH:19][C:18]([NH2:21])=[CH:17][C:16]=2[CH2:22][S:23][C:24]([CH3:27])([CH3:26])[CH3:25])[CH:7]=1)[CH3:2].[C:29](Cl)(=[O:33])[CH:30]([CH3:32])[CH3:31], predict the reaction product. The product is: [CH2:1]([O:3][C:4](=[O:28])[CH2:5][C:6]1[CH:11]=[CH:10][C:9]([O:12][CH3:13])=[C:8]([O:14][C:15]2[CH:20]=[CH:19][C:18]([NH:21][C:29](=[O:33])[CH:30]([CH3:32])[CH3:31])=[CH:17][C:16]=2[CH2:22][S:23][C:24]([CH3:27])([CH3:26])[CH3:25])[CH:7]=1)[CH3:2]. (6) The product is: [O:1]=[C:2]1[N:6]([C:7]2[CH:12]=[CH:11][CH:10]=[CH:9][N:8]=2)[CH2:5][CH2:4][N:3]1[CH2:13][C:14]([OH:16])=[O:15]. Given the reactants [O:1]=[C:2]1[N:6]([C:7]2[CH:12]=[CH:11][CH:10]=[CH:9][N:8]=2)[CH2:5][CH2:4][N:3]1[CH2:13][C:14]([O:16]C(C)(C)C)=[O:15].Cl, predict the reaction product. (7) The product is: [CH3:10][O:11][C:12]1[C:13]([C:3]2[C:2]([Cl:1])=[CH:7][CH:6]=[CH:5][C:4]=2[Cl:8])=[CH:14][CH:15]=[CH:16][CH:17]=1. Given the reactants [Cl:1][C:2]1[CH:7]=[CH:6][CH:5]=[C:4]([Cl:8])[C:3]=1Br.[CH3:10][O:11][C:12]1[CH:17]=[CH:16][CH:15]=[CH:14][C:13]=1B(O)O.C(=O)([O-])[O-].[K+].[K+].CC1C=CC(S(OCC2CC3C(C4C=CC=CC=4)=CC=CC=3O2)(=O)=O)=CC=1, predict the reaction product. (8) Given the reactants [F:1][C:2]1[CH:3]=[C:4]([CH:6]=[C:7]([F:10])[C:8]=1[F:9])[NH2:5].[CH3:11][C@H:12]1[CH2:17][N:16]2[N:18]=[CH:19][C:20]([N:21]3[CH2:26][CH:25]4[CH:23]([CH2:24]4)[C:22]3=[O:27])=[C:15]2[CH2:14][N:13]1[C:28](OC(C)(C)C)=[O:29].FC1C=CC(C2C=NN3CCN(C(OC(C)(C)C)=O)CC=23)=CC=1, predict the reaction product. The product is: [CH3:11][C@H:12]1[CH2:17][N:16]2[N:18]=[CH:19][C:20]([N:21]3[CH2:26][CH:25]4[CH:23]([CH2:24]4)[C:22]3=[O:27])=[C:15]2[CH2:14][N:13]1[C:28]([NH:5][C:4]1[CH:3]=[C:2]([F:1])[C:8]([F:9])=[C:7]([F:10])[CH:6]=1)=[O:29].